This data is from Experimentally validated miRNA-target interactions with 360,000+ pairs, plus equal number of negative samples. The task is: Binary Classification. Given a miRNA mature sequence and a target amino acid sequence, predict their likelihood of interaction. (1) The miRNA is hsa-miR-4430 with sequence AGGCUGGAGUGAGCGGAG. The protein sequence of the target gene is MAEPRRVAFISLSPVRRREAEYPGPEREPEYPREPPRLEPQPYREPARAEPPAPREPAPRSDAQPPSREKPLPQREVSRAEPPMSLQREPPRPEPPPPFPPLPLQPPPPRESASRAEQPPRPPRETVRLELVLKDPTDESCVEFSYPELLLCGEQRKKLIHTEDPFNDEHQERQEVEMLAKKFEMKYGGKPRKHRKDRLQDLIDIGFGYDETDPFIDNSEAYDELVPASLTTKYGGFYINTGTLQFRQASDTEEDDITDNQKHKPPKVPKIKEDDIEMKKRKRKEEGEKEKKPRKKVPKQ.... Result: 1 (interaction). (2) The miRNA is hsa-miR-301b-3p with sequence CAGUGCAAUGAUAUUGUCAAAGC. The protein sequence of the target gene is MPALWLGCCLCFSLLLPAARATSRREVCDCNGKSRQCIFDRELHRQTGNGFRCLNCNDNTDGIHCEKCKNGFYRHRERDRCLPCNCNSKGSLSARCDNSGRCSCKPGVTGARCDRCLPGFHMLTDAGCTQDQRLLDSKCDCDPAGIAGPCDAGRCVCKPAVTGERCDRCRSGYYNLDGGNPEGCTQCFCYGHSASCRSSAEYSVHKITSTFHQDVDGWKAVQRNGSPAKLQWSQRHQDVFSSAQRLDPVYFVAPAKFLGNQQVSYGQSLSFDYRVDRGGRHPSAHDVILEGAGLRITAPL.... Result: 0 (no interaction). (3) The miRNA is hsa-miR-935 with sequence CCAGUUACCGCUUCCGCUACCGC. The protein sequence of the target gene is MATTAAPAGGARNGAGPEWGGFEENIQGGGSAVIDMENMDDTSGSSFEDMGELHQRLREEEVDADAADAAAAEEEDGEFLGMKGFKGQLSRQVADQMWQAGKRQASRAFSLYANIDILRPYFDVEPAQVRSRLLESMIPIKMVNFPQKIAGELYGPLMLVFTLVAILLHGMKTSDTIIREGTLMGTAIGTCFGYWLGVSSFIYFLAYLCNAQITMLQMLALLGYGLFGHCIVLFITYNIHLHALFYLFWLLVGGLSTLRMVAVLVSRTVGPTQRLLLCGTLAALHMLFLLYLHFAYHKVV.... Result: 0 (no interaction). (4) The miRNA is hsa-miR-1227-5p with sequence GUGGGGCCAGGCGGUGG. The protein sequence of the target gene is MEALAPGRAPRGRRRAGASGSVLSPLSLAAVLLCALLRAPPAVGHLARLPRSIHLTQDSLKIVGSTHFPVSVYVMLHQKSPHVLCVTQRLRNTELVDPSFQWHGPKGKLVSENTTAQVTSTGSLIFQSFEETMSGVYTCFLEYKPTVEESIKNLQLKYIVYAYREPRFYYQFTARYHAAPCNSIYNISFEKKLLQILSKLVLDLSCEISLIKSECHRVKMQRAGLQNELFFTFSVASIDTEKGSKPCTDHSCEASKRLSKAKNLIERFFIQQVEVLGKRAEPLPEIYYIEGTLQMVWVNR.... Result: 0 (no interaction). (5) The miRNA is mmu-miR-683 with sequence CCUGCUGUAAGCUGUGUCCUC. The protein sequence of the target gene is MQHYGVNGYSLHAMNSLSAMYNLHQQAAQQAQHAPDYRPSVHALTLAERLAGCTFQDIILEARYGSQHRKQRRSRTAFTAQQLEALEKTFQKTHYPDVVMRERLAMCTNLPEARVQVWFKNRRAKFRKKQRSLQKEQLQKQKEAEGSHGEGKVEAPASDTQLETEQPPGLPSGDPPAELQLSLSEQSASESAPEDQLDREEDSRAEEPKAEKSPGSESKVPGCKRGSPKADSPGSLAITPAAPGGGLLGPSHSYSSSPLSLFRLQEQFRQHMAATNNLMHYSSFEVGGPAPAAAAAAAAA.... Result: 1 (interaction). (6) Result: 1 (interaction). The miRNA is hsa-miR-124-3p with sequence UAAGGCACGCGGUGAAUGCCAA. The protein sequence of the target gene is MVSIPEYYEGKNVLLTGATGFLGKVLLEKLLRSCPKVNSVYVLVRQKAGQTPQERVEEVLSGKLFDRLRDENPDFREKIIAINSELTQPKLALSEEDKEVIIDSTNIIFHCAATVRFNENLRDAVQLNVIATRQLILLAQQMKNLEVFMHVSTAYAYCNRKHIDEVVYPPPVDPKKLIDSLEWMDDGLVNDITPKLIGDRPNTYIYTKALAEYVVQQEGAKLNVAIVRPSIVGASWKEPFPGWIDNFNGPSGLFIAAGKGILRTIRASNNALADLVPVDVVVNMSLAAAWYSGVNRPRNI....